This data is from Peptide-MHC class II binding affinity with 134,281 pairs from IEDB. The task is: Regression. Given a peptide amino acid sequence and an MHC pseudo amino acid sequence, predict their binding affinity value. This is MHC class II binding data. The peptide sequence is EKKYFYATQFEPLAA. The MHC is HLA-DQA10301-DQB10302 with pseudo-sequence HLA-DQA10301-DQB10302. The binding affinity (normalized) is 0.301.